This data is from Full USPTO retrosynthesis dataset with 1.9M reactions from patents (1976-2016). The task is: Predict the reactants needed to synthesize the given product. (1) Given the product [Br:1][C:2]1[CH:3]=[CH:4][C:5]([CH2:6][N:7]2[CH2:11][CH2:10][CH2:9][CH:8]2[CH2:12][O:13][CH2:16][CH3:17])=[CH:14][CH:15]=1, predict the reactants needed to synthesize it. The reactants are: [Br:1][C:2]1[CH:15]=[CH:14][C:5]([CH2:6][N:7]2[CH2:11][CH2:10][CH2:9][CH:8]2[CH2:12][OH:13])=[CH:4][CH:3]=1.[CH2:16](I)[CH3:17].[H-].[Na+]. (2) The reactants are: [NH:1]1[CH2:6][CH2:5][CH:4]([CH2:7][OH:8])[CH2:3][CH2:2]1.C=O.[BH3-][C:12]#N.[Na+]. Given the product [OH:8][CH2:7][CH:4]1[CH2:5][CH2:6][N:1]([CH3:12])[CH2:2][CH2:3]1, predict the reactants needed to synthesize it. (3) Given the product [CH:20]([C:24]1[C:25]([N:40]([CH2:43][CH3:44])[CH2:41][CH3:42])=[N:26][C:27]([N:7]2[CH:11]=[CH:10][CH:9]=[N:8]2)=[N:28][C:29]=1[NH:30][CH2:31][C:32]([F:34])([F:33])[F:35])([CH2:22][CH3:23])[CH3:21], predict the reactants needed to synthesize it. The reactants are: C(=O)([O-])[O-].[K+].[K+].[NH:7]1[CH:11]=[CH:10][CH:9]=[N:8]1.CN1CCN(C)C1=O.[CH:20]([C:24]1[C:25]([N:40]([CH2:43][CH3:44])[CH2:41][CH3:42])=[N:26][C:27](S(C)(=O)=O)=[N:28][C:29]=1[NH:30][CH2:31][C:32]([F:35])([F:34])[F:33])([CH2:22][CH3:23])[CH3:21]. (4) Given the product [F:1][C:2]1[CH:32]=[C:31]([F:33])[CH:30]=[CH:29][C:3]=1[CH2:4][N:5]1[C:9]2=[CH:10][N:11]=[C:12]([C:14]([NH:36][OH:34])=[O:16])[CH:13]=[C:8]2[C:7]([CH2:18][N:19]2[CH2:24][CH2:23][C@@H:22]3[C:25](=[O:28])[NH:26][CH2:27][C@@H:21]3[CH2:20]2)=[CH:6]1, predict the reactants needed to synthesize it. The reactants are: [F:1][C:2]1[CH:32]=[C:31]([F:33])[CH:30]=[CH:29][C:3]=1[CH2:4][N:5]1[C:9]2=[CH:10][N:11]=[C:12]([C:14]([O:16]C)=O)[CH:13]=[C:8]2[C:7]([CH2:18][N:19]2[CH2:24][CH2:23][C@@H:22]3[C:25](=[O:28])[NH:26][CH2:27][C@@H:21]3[CH2:20]2)=[CH:6]1.[OH-:34].[Na+].[NH2:36]O. (5) Given the product [CH2:20]([O:22][C:23]1[CH:24]=[C:25]([CH:28]=[CH:29][C:30]=1[O:31][CH3:32])[CH2:26][N:17]1[CH2:18][CH2:19][CH:14]([NH:13][C:10]2[O:11][C:12]3[C:4]([N+:1]([O-:3])=[O:2])=[CH:5][CH:6]=[CH:7][C:8]=3[N:9]=2)[CH2:15][CH2:16]1)[CH3:21], predict the reactants needed to synthesize it. The reactants are: [N+:1]([C:4]1[C:12]2[O:11][C:10]([NH:13][CH:14]3[CH2:19][CH2:18][NH:17][CH2:16][CH2:15]3)=[N:9][C:8]=2[CH:7]=[CH:6][CH:5]=1)([O-:3])=[O:2].[CH2:20]([O:22][C:23]1[CH:24]=[C:25]([CH:28]=[CH:29][C:30]=1[O:31][CH3:32])[CH:26]=O)[CH3:21].C(N(C(C)C)C(C)C)C.C(O)(=O)C.C([BH3-])#N.[Na+].C(=O)([O-])[O-].[Na+].[Na+].